Regression. Given a peptide amino acid sequence and an MHC pseudo amino acid sequence, predict their binding affinity value. This is MHC class II binding data. From a dataset of Peptide-MHC class II binding affinity with 134,281 pairs from IEDB. (1) The peptide sequence is MATRFMTDPHAMRDM. The MHC is DRB1_1501 with pseudo-sequence DRB1_1501. The binding affinity (normalized) is 0.0493. (2) The peptide sequence is MSGRKAQGKTLGVNM. The MHC is DRB1_0801 with pseudo-sequence DRB1_0801. The binding affinity (normalized) is 0.250.